This data is from Reaction yield outcomes from USPTO patents with 853,638 reactions. The task is: Predict the reaction yield, written as a fraction of the theoretical maximum amount of product (1.0 means a 100% yield; for example, 0.34 means a 34% yield). (1) The reactants are [CH3:1][N:2]1[CH2:8][CH2:7][CH2:6][NH:5][CH2:4][CH2:3]1.F[C:10]1[CH:19]=[CH:18][C:13]([C:14]([O:16][CH3:17])=[O:15])=[CH:12][CH:11]=1. The catalyst is CC(N(C)C)=O. The product is [CH3:1][N:2]1[CH2:8][CH2:7][CH2:6][N:5]([C:10]2[CH:19]=[CH:18][C:13]([C:14]([O:16][CH3:17])=[O:15])=[CH:12][CH:11]=2)[CH2:4][CH2:3]1. The yield is 0.241. (2) The reactants are [Cl:1][C:2]1[CH:9]=[C:8]([N:10]2[C:14](=[O:15])[C@@H:13]([CH2:16][C:17]([CH3:19])=[CH2:18])[C@H:12]([OH:20])[C@@H:11]2[CH3:21])[CH:7]=[CH:6][C:3]=1[C:4]#[N:5]. The catalyst is CO.[Pd]. The product is [Cl:1][C:2]1[CH:9]=[C:8]([N:10]2[C:14](=[O:15])[C@@H:13]([CH2:16][CH:17]([CH3:18])[CH3:19])[C@H:12]([OH:20])[C@@H:11]2[CH3:21])[CH:7]=[CH:6][C:3]=1[C:4]#[N:5]. The yield is 0.191.